This data is from Forward reaction prediction with 1.9M reactions from USPTO patents (1976-2016). The task is: Predict the product of the given reaction. (1) The product is: [ClH:40].[F:29][C:26]([F:27])([F:28])[C:21]1[CH:22]=[CH:23][CH:24]=[CH:25][C:20]=1[CH:19]([O:18][CH:16]1[CH2:17][NH:14][CH2:15]1)[C:30]1[CH:35]=[CH:34][C:33]([O:36][CH:37]([F:38])[F:39])=[CH:32][CH:31]=1. Given the reactants C([N:14]1[CH2:17][CH:16]([O:18][CH:19]([C:30]2[CH:35]=[CH:34][C:33]([O:36][CH:37]([F:39])[F:38])=[CH:32][CH:31]=2)[C:20]2[CH:25]=[CH:24][CH:23]=[CH:22][C:21]=2[C:26]([F:29])([F:28])[F:27])[CH2:15]1)(C1C=CC=CC=1)C1C=CC=CC=1.[Cl:40]C(OC(Cl)C)=O, predict the reaction product. (2) Given the reactants [CH3:1][C:2]1[N:6]([C:7]2[CH:15]=[CH:14][CH:13]=[CH:12][C:8]=2[C:9]([OH:11])=[O:10])[C:5]([C:16]2[CH:21]=[CH:20][CH:19]=[CH:18][C:17]=2[N+:22]([O-])=O)=[N:4][N:3]=1, predict the reaction product. The product is: [NH2:22][C:17]1[CH:18]=[CH:19][CH:20]=[CH:21][C:16]=1[C:5]1[N:6]([C:7]2[CH:15]=[CH:14][CH:13]=[CH:12][C:8]=2[C:9]([OH:11])=[O:10])[C:2]([CH3:1])=[N:3][N:4]=1.